Dataset: Reaction yield outcomes from USPTO patents with 853,638 reactions. Task: Predict the reaction yield, written as a fraction of the theoretical maximum amount of product (1.0 means a 100% yield; for example, 0.34 means a 34% yield). (1) The reactants are [Cl:1][C:2]1[CH:3]=[C:4]([NH2:20])[CH:5]=[C:6]([Cl:19])[C:7]=1[O:8][C:9]1[S:10][C:11]2[CH:17]=[C:16]([Cl:18])[CH:15]=[CH:14][C:12]=2[N:13]=1.Cl[C:22]1[CH:23]=[C:24]([S:32](Cl)(=[O:34])=[O:33])[CH:25]=[CH:26][C:27]=1[C:28]([F:31])([F:30])[F:29].O.[ClH:37]. The catalyst is N1C=CC=CC=1. The product is [Cl:37][C:25]1[CH:26]=[C:27]([C:28]([F:31])([F:30])[F:29])[CH:22]=[CH:23][C:24]=1[S:32]([NH:20][C:4]1[CH:3]=[C:2]([Cl:1])[C:7]([O:8][C:9]2[S:10][C:11]3[CH:17]=[C:16]([Cl:18])[CH:15]=[CH:14][C:12]=3[N:13]=2)=[C:6]([Cl:19])[CH:5]=1)(=[O:34])=[O:33]. The yield is 0.650. (2) The reactants are [C:1]([O:5][C:6](=[O:20])[NH:7][C:8]1[CH:13]=[CH:12][C:11]([CH2:14][CH2:15][CH3:16])=[C:10]([N+:17]([O-:19])=[O:18])[CH:9]=1)([CH3:4])([CH3:3])[CH3:2].[CH3:21]I. The catalyst is CN(C=O)C. The product is [C:1]([O:5][C:6](=[O:20])[N:7]([CH3:21])[C:8]1[CH:13]=[CH:12][C:11]([CH2:14][CH2:15][CH3:16])=[C:10]([N+:17]([O-:19])=[O:18])[CH:9]=1)([CH3:2])([CH3:3])[CH3:4]. The yield is 0.520. (3) The reactants are [Cl:16][C:13]1[CH:14]=[CH:15][C:10]([C:9](O[C:9](=[O:19])[C:10]2[CH:15]=[CH:14][C:13]([Cl:16])=[C:12]([C:17]#[N:18])[CH:11]=2)=[O:19])=[CH:11][C:12]=1[C:17]#[N:18].[NH2:24][C:25]1[C:26]([OH:31])=[N:27][CH:28]=[N:29][CH:30]=1. The catalyst is C(Cl)(Cl)Cl. The product is [OH:31][C:26]1[C:25]([NH:24][C:9](=[O:19])[C:10]2[CH:15]=[CH:14][C:13]([Cl:16])=[C:12]([C:17]#[N:18])[CH:11]=2)=[CH:30][N:29]=[CH:28][N:27]=1. The yield is 0.690. (4) The reactants are Br[C:2]1[CH:3]=[C:4]2[C:10]([C:11]3[CH:16]=[CH:15][CH:14]=[CH:13][C:12]=3[O:17][CH3:18])=[CH:9][N:8]([S:19]([C:22]3[CH:27]=[CH:26][C:25]([CH3:28])=[CH:24][CH:23]=3)(=[O:21])=[O:20])[C:5]2=[N:6][CH:7]=1.[C:29]([O:33][C:34]([C:36]1[CH:37]=[C:38](B(O)O)[CH:39]=[CH:40][CH:41]=1)=[O:35])([CH3:32])([CH3:31])[CH3:30].ClCCl. The catalyst is C1C=CC(P(C2C=CC=CC=2)[C-]2C=CC=C2)=CC=1.C1C=CC(P(C2C=CC=CC=2)[C-]2C=CC=C2)=CC=1.Cl[Pd]Cl.[Fe+2].C(#N)C. The product is [C:29]([O:33][C:34](=[O:35])[C:36]1[CH:37]=[CH:38][CH:39]=[C:40]([C:2]2[CH:3]=[C:4]3[C:10]([C:11]4[CH:16]=[CH:15][CH:14]=[CH:13][C:12]=4[O:17][CH3:18])=[CH:9][N:8]([S:19]([C:22]4[CH:23]=[CH:24][C:25]([CH3:28])=[CH:26][CH:27]=4)(=[O:20])=[O:21])[C:5]3=[N:6][CH:7]=2)[CH:41]=1)([CH3:32])([CH3:30])[CH3:31]. The yield is 0.870. (5) The reactants are C([O:4][C:5]1[CH:6]=[C:7]2[C:12](=[CH:13][CH:14]=1)[N:11]=[C:10]([C:15]1[CH:20]=[CH:19][CH:18]=[C:17]([NH2:21])[CH:16]=1)[N:9]=[C:8]2[NH:22][C:23]1[CH:24]=[C:25]2[C:29](=[CH:30][CH:31]=1)[N:28]([C:32]([O:34][C:35]([CH3:38])([CH3:37])[CH3:36])=[O:33])[N:27]=[CH:26]2)(=O)C.CCN(C(C)C)C(C)C.[C:48](Cl)(=[O:52])[CH2:49][CH2:50][CH3:51].CCOCC. The catalyst is ClCCl. The product is [C:48]([NH:21][C:17]1[CH:16]=[C:15]([C:10]2[N:9]=[C:8]([NH:22][C:23]3[CH:24]=[C:25]4[C:29](=[CH:30][CH:31]=3)[N:28]([C:32]([O:34][C:35]([CH3:36])([CH3:38])[CH3:37])=[O:33])[N:27]=[CH:26]4)[C:7]3[C:12](=[CH:13][CH:14]=[C:5]([OH:4])[CH:6]=3)[N:11]=2)[CH:20]=[CH:19][CH:18]=1)(=[O:52])[CH2:49][CH2:50][CH3:51]. The yield is 0.590.